This data is from Forward reaction prediction with 1.9M reactions from USPTO patents (1976-2016). The task is: Predict the product of the given reaction. (1) Given the reactants Cl[C:2]1[C:3](=[O:18])[N:4]([CH:15]([CH3:17])[CH3:16])[S:5](=[O:14])(=[O:13])[C:6]=1[C:7]1[CH:12]=[CH:11][CH:10]=[CH:9][CH:8]=1.[NH2:19][CH2:20][CH2:21][OH:22], predict the reaction product. The product is: [OH:22][CH2:21][CH2:20][NH:19][C:2]1[C:3](=[O:18])[N:4]([CH:15]([CH3:17])[CH3:16])[S:5](=[O:14])(=[O:13])[C:6]=1[C:7]1[CH:12]=[CH:11][CH:10]=[CH:9][CH:8]=1. (2) The product is: [C:8]([C:10]1[CH:15]=[CH:14][C:13]([B:16]([OH:18])[OH:17])=[CH:12][CH:11]=1)#[N:19]. Given the reactants S(O)(O)(=O)=O.NO.[CH:8]([C:10]1[CH:15]=[CH:14][C:13]([B:16]([OH:18])[OH:17])=[CH:12][CH:11]=1)=O.[N:19]1C=CC=CC=1, predict the reaction product. (3) Given the reactants [N:1]1[CH:6]=[CH:5][C:4]([CH:7]([CH2:13][CH2:14][CH2:15][CH2:16][CH2:17][CH2:18][CH2:19][CH2:20][CH:21]=[CH:22][CH2:23][CH2:24][CH2:25][CH2:26][CH2:27][CH2:28][CH2:29][CH3:30])[CH2:8][CH2:9][CH2:10][CH2:11]O)=[CH:3][CH:2]=1.[NH:31](C(OC(C)(C)C)=O)[C:32]([O:34][C:35]([CH3:38])([CH3:37])[CH3:36])=[O:33].C1(P(C2C=CC=CC=2)C2C=CC=CC=2)C=CC=CC=1.CCOC(/N=N/C(OCC)=O)=O, predict the reaction product. The product is: [C:35]([O:34][C:32](=[O:33])[NH:31][CH2:11][CH2:10][CH2:9][CH2:8][CH:7]([C:4]1[CH:5]=[CH:6][N:1]=[CH:2][CH:3]=1)[CH2:13][CH2:14][CH2:15][CH2:16][CH2:17][CH2:18][CH2:19][CH2:20][CH:21]=[CH:22][CH2:23][CH2:24][CH2:25][CH2:26][CH2:27][CH2:28][CH2:29][CH3:30])([CH3:38])([CH3:37])[CH3:36].